Dataset: Forward reaction prediction with 1.9M reactions from USPTO patents (1976-2016). Task: Predict the product of the given reaction. (1) Given the reactants [N+:1]([C:4]1[CH:9]=[CH:8][CH:7]=[CH:6][C:5]=1[OH:10])([O-:3])=[O:2].[CH:11]1[CH:16]=C[C:14](P([C:12]2[CH:13]=[CH:14]C=[CH:16][CH:11]=2)[C:12]2[CH:13]=[CH:14]C=[CH:16][CH:11]=2)=[CH:13][CH:12]=1.[CH3:42][CH:41]([O:40][C:38](/N=N/[C:38]([O:40][CH:41]([CH3:43])[CH3:42])=O)=O)[CH3:43].C1C[O:47]CC1, predict the reaction product. The product is: [CH3:38][O:40][C:41]1[CH:42]=[C:11]([CH2:16][OH:47])[CH:12]=[C:13]([CH2:14][O:10][C:5]2[CH:6]=[CH:7][CH:8]=[CH:9][C:4]=2[N+:1]([O-:3])=[O:2])[CH:43]=1. (2) Given the reactants [CH:1]1[C:11]2[CH2:10][CH2:9][C:8]3[CH:12]=[CH:13][CH:14]=[CH:15][C:7]=3[CH:6]([CH2:16][C:17]([C:19]3[CH:24]=[CH:23][N:22]=[CH:21][CH:20]=3)=O)[C:5]=2[CH:4]=[CH:3][CH:2]=1.Cl.[NH2:26][OH:27].C([O-])(O)=O.[Na+], predict the reaction product. The product is: [CH:1]1[C:11]2[CH2:10][CH2:9][C:8]3[CH:12]=[CH:13][CH:14]=[CH:15][C:7]=3[CH:6]([CH2:16][C:17]([C:19]3[CH:24]=[CH:23][N:22]=[CH:21][CH:20]=3)=[N:26][OH:27])[C:5]=2[CH:4]=[CH:3][CH:2]=1. (3) Given the reactants I[C:2]1[CH:3]=[C:4]2[C:9](=[CH:10][CH:11]=1)[N:8]1[C:12]([C:15]3[CH:20]=[CH:19][CH:18]=[CH:17][CH:16]=3)=[N:13][N:14]=[C:7]1[CH:6]=[CH:5]2.CCN(C(C)C)C(C)C.C(C(CCCC)COC(=O)CC[SH:38])C.C1(P(C2C=CC=CC=2)C2C3OC4C(=CC=CC=4P(C4C=CC=CC=4)C4C=CC=CC=4)C(C)(C)C=3C=CC=2)C=CC=CC=1, predict the reaction product. The product is: [C:15]1([C:12]2[N:8]3[C:9]4[C:4]([CH:5]=[CH:6][C:7]3=[N:14][N:13]=2)=[CH:3][C:2]([SH:38])=[CH:11][CH:10]=4)[CH:20]=[CH:19][CH:18]=[CH:17][CH:16]=1. (4) Given the reactants Cl.[CH3:2][C:3]1([NH2:6])[CH2:5][CH2:4]1.[CH3:7][S:8](Cl)(=[O:10])=[O:9], predict the reaction product. The product is: [CH3:2][C:3]1([NH:6][S:8]([CH3:7])(=[O:10])=[O:9])[CH2:5][CH2:4]1. (5) Given the reactants Cl.[N:2]1([CH2:11][C:12]([OH:14])=O)[C:6]2[CH:7]=[CH:8][CH:9]=[CH:10][C:5]=2[N:4]=[N:3]1.[NH2:15][C@@H:16]([CH2:34][O:35][CH2:36][C:37]1[CH:42]=[CH:41][CH:40]=[CH:39][CH:38]=1)[C:17]([NH:19][C:20]1[CH:25]=[CH:24][C:23]([O:26][C:27]2[CH:32]=[CH:31][C:30]([F:33])=[CH:29][CH:28]=2)=[CH:22][CH:21]=1)=[O:18], predict the reaction product. The product is: [N:2]1([CH2:11][C:12]([NH:15][C@@H:16]([CH2:34][O:35][CH2:36][C:37]2[CH:38]=[CH:39][CH:40]=[CH:41][CH:42]=2)[C:17]([NH:19][C:20]2[CH:21]=[CH:22][C:23]([O:26][C:27]3[CH:32]=[CH:31][C:30]([F:33])=[CH:29][CH:28]=3)=[CH:24][CH:25]=2)=[O:18])=[O:14])[C:6]2[CH:7]=[CH:8][CH:9]=[CH:10][C:5]=2[N:4]=[N:3]1. (6) Given the reactants [F:1][C:2]1[CH:3]=[C:4]2[C:9]3=[C:10]([O:13][CH2:14][C:15]4([CH2:17][CH2:16]4)[N:8]3[CH:7]=[C:6]([C:18]([O:20]CC)=[O:19])[C:5]2=[O:23])[C:11]=1[F:12].C([O-])([O-])=O.[K+].[K+], predict the reaction product. The product is: [F:1][C:2]1[CH:3]=[C:4]2[C:9]3=[C:10]([O:13][CH2:14][C:15]4([CH2:17][CH2:16]4)[N:8]3[CH:7]=[C:6]([C:18]([OH:20])=[O:19])[C:5]2=[O:23])[C:11]=1[F:12]. (7) Given the reactants [CH:1]([N:4]1[CH2:8][C:7](=[O:9])[NH:6][C:5]1=[O:10])([CH3:3])[CH3:2].[H-].[Na+].Br[CH2:14][CH2:15][O:16][C:17]1[C:22]([CH3:23])=[CH:21][C:20]([C:24]2[NH:33][C:32](=[O:34])[C:31]3[C:26](=[CH:27][C:28]([O:37][CH3:38])=[CH:29][C:30]=3[O:35][CH3:36])[N:25]=2)=[CH:19][C:18]=1[CH3:39].O, predict the reaction product. The product is: [CH3:36][O:35][C:30]1[CH:29]=[C:28]([O:37][CH3:38])[CH:27]=[C:26]2[C:31]=1[C:32](=[O:34])[NH:33][C:24]([C:20]1[CH:21]=[C:22]([CH3:23])[C:17]([O:16][CH2:15][CH2:14][N:6]3[C:7](=[O:9])[CH2:8][N:4]([CH:1]([CH3:3])[CH3:2])[C:5]3=[O:10])=[C:18]([CH3:39])[CH:19]=1)=[N:25]2. (8) Given the reactants [OH:1][C:2]1[CH:7]=[CH:6][CH:5]=[C:4]([OH:8])[C:3]=1[OH:9].Br[CH2:11][CH2:12][CH2:13][CH2:14][CH2:15][CH2:16][CH2:17][CH2:18][CH2:19][CH2:20][CH2:21][CH3:22].O, predict the reaction product. The product is: [CH2:11]([O:1][C:2]1[CH:7]=[CH:6][CH:5]=[C:4]([O:8][CH2:22][CH2:21][CH2:20][CH2:19][CH2:18][CH2:17][CH2:16][CH2:15][CH2:14][CH2:13][CH2:12][CH3:11])[C:3]=1[O:9][CH2:22][CH2:21][CH2:20][CH2:19][CH2:18][CH2:17][CH2:16][CH2:15][CH2:14][CH2:13][CH2:12][CH3:11])[CH2:12][CH2:13][CH2:14][CH2:15][CH2:16][CH2:17][CH2:18][CH2:19][CH2:20][CH2:21][CH3:22]. (9) Given the reactants [CH3:1][C:2]1[O:6][N:5]=[C:4]([C:7]([OH:9])=O)[CH:3]=1.Cl.[NH2:11][CH2:12][C:13]1[CH:23]=[CH:22][C:21]([C:24]#[N:25])=[CH:20][C:14]=1[O:15][CH2:16][C:17]([NH2:19])=[O:18], predict the reaction product. The product is: [C:17]([CH2:16][O:15][C:14]1[CH:20]=[C:21]([C:24]#[N:25])[CH:22]=[CH:23][C:13]=1[CH2:12][NH:11][C:7]([C:4]1[CH:3]=[C:2]([CH3:1])[O:6][N:5]=1)=[O:9])(=[O:18])[NH2:19].